Task: Predict the reaction yield, written as a fraction of the theoretical maximum amount of product (1.0 means a 100% yield; for example, 0.34 means a 34% yield).. Dataset: Reaction yield outcomes from USPTO patents with 853,638 reactions (1) The product is [N+:10]([C:13]1[CH:20]=[CH:19][CH:18]=[C:17]([O:9][CH2:8][CH2:7][C:2]2[CH:3]=[CH:4][CH:5]=[CH:6][N:1]=2)[C:14]=1[C:15]#[N:16])([O-:12])=[O:11]. The reactants are [N:1]1[CH:6]=[CH:5][CH:4]=[CH:3][C:2]=1[CH2:7][CH2:8][OH:9].[N+:10]([C:13]1[CH:20]=[CH:19][CH:18]=[C:17]([N+]([O-])=O)[C:14]=1[C:15]#[N:16])([O-:12])=[O:11]. No catalyst specified. The yield is 0.820. (2) The reactants are [CH2:1]([C:3]1[CH:11]=[CH:10][C:6]([C:7](O)=O)=[C:5]([O:12][CH3:13])[CH:4]=1)[CH3:2].CCN=C=NCCCN(C)C.[NH2:25][NH:26][C:27]([NH2:29])=[S:28]. The catalyst is N1C=CC=CC=1. The product is [CH2:1]([C:3]1[CH:11]=[CH:10][C:6]([C:7]2[NH:29][C:27](=[S:28])[NH:26][N:25]=2)=[C:5]([O:12][CH3:13])[CH:4]=1)[CH3:2]. The yield is 0.550. (3) The reactants are [OH-].[Na+].Cl.[CH3:4][NH2:5].O=C1[NH:12][C:11]2[C:13]([C:17](O)=[O:18])=[CH:14][CH:15]=[CH:16][C:10]=2[C:9](=[O:20])[O:8]1.Cl. The catalyst is O. The product is [NH2:12][C:11]1[C:13]([C:17](=[O:18])[NH:5][CH3:4])=[CH:14][CH:15]=[CH:16][C:10]=1[C:9]([OH:8])=[O:20]. The yield is 0.860. (4) The reactants are [CH3:1][O:2][C:3](=[O:15])[CH2:4][CH2:5][CH2:6][CH2:7][C:8]1[CH:13]=[CH:12][CH:11]=[C:10]([NH2:14])[CH:9]=1.C(N(C(C)C)C(C)C)C.Cl[C:26]([O:28][CH2:29][CH3:30])=[O:27]. The catalyst is ClCCl. The product is [CH3:1][O:2][C:3](=[O:15])[CH2:4][CH2:5][CH2:6][CH2:7][C:8]1[CH:13]=[CH:12][CH:11]=[C:10]([NH:14][C:26]([O:28][CH2:29][CH3:30])=[O:27])[CH:9]=1. The yield is 0.876.